From a dataset of Catalyst prediction with 721,799 reactions and 888 catalyst types from USPTO. Predict which catalyst facilitates the given reaction. (1) Reactant: [CH2:1]([O:3][C:4](=[O:34])[CH:5]([C:10]1[CH:11]=[C:12]([C:24]2[CH:29]=[CH:28][C:27]([C:30]([F:33])([F:32])[F:31])=[CH:26][CH:25]=2)[CH:13]=[C:14](OS(C(F)(F)F)(=O)=O)[CH:15]=1)[CH2:6][CH:7]([CH3:9])[CH3:8])[CH3:2].[N:35]1[CH:40]=[CH:39][C:38](B(O)O)=[CH:37][CH:36]=1.COCCOC.C([O-])([O-])=O.[Na+].[Na+]. The catalyst class is: 25. Product: [CH2:1]([O:3][C:4](=[O:34])[CH:5]([C:10]1[CH:11]=[C:12]([C:24]2[CH:25]=[CH:26][C:27]([C:30]([F:32])([F:33])[F:31])=[CH:28][CH:29]=2)[CH:13]=[C:14]([C:38]2[CH:39]=[CH:40][N:35]=[CH:36][CH:37]=2)[CH:15]=1)[CH2:6][CH:7]([CH3:9])[CH3:8])[CH3:2]. (2) Reactant: Cl[C:2]1[C:7]([F:8])=[C:6]([Cl:9])[N:5]=[CH:4][N:3]=1.[CH3:10][O:11]/[N:12]=[C:13](/[C:21]1[O:26][CH2:25][CH2:24][O:23][N:22]=1)\[C:14]1[CH:19]=[CH:18][CH:17]=[CH:16][C:15]=1[OH:20].C([O-])([O-])=O.[K+].[K+].CN(C=O)C. Product: [CH3:10][O:11]/[N:12]=[C:13](/[C:14]1[CH:19]=[CH:18][CH:17]=[CH:16][C:15]=1[O:20][C:2]1[C:7]([F:8])=[C:6]([Cl:9])[N:5]=[CH:4][N:3]=1)\[C:21]1[O:26][CH2:25][CH2:24][O:23][N:22]=1. The catalyst class is: 11.